From a dataset of Reaction yield outcomes from USPTO patents with 853,638 reactions. Predict the reaction yield, written as a fraction of the theoretical maximum amount of product (1.0 means a 100% yield; for example, 0.34 means a 34% yield). (1) The reactants are [F:1][C:2]1([F:13])[O:6][C:5]2[CH:7]=[C:8]([F:12])[C:9](N)=[CH:10][C:4]=2[O:3]1.Cl.N([O-])=O.[Na+].[I-:19].[Na+].S(=O)(O)[O-].[Na+]. The catalyst is O.ClCCl. The product is [F:1][C:2]1([F:13])[O:3][C:4]2[CH:10]=[C:9]([I:19])[C:8]([F:12])=[CH:7][C:5]=2[O:6]1. The yield is 0.510. (2) The reactants are [NH2:1][C:2]1[N:6]([C:7]2[CH:8]=[C:9]([CH:16]=[CH:17][C:18]=2[CH3:19])[C:10]([NH:12][CH:13]2[CH2:15][CH2:14]2)=[O:11])[N:5]=[CH:4][C:3]=1[C:20](=[O:28])[C:21]1[CH:26]=[CH:25][CH:24]=[C:23]([OH:27])[CH:22]=1.Cl[CH2:30][C:31]([O:33]C(C)(C)C)=[O:32].C([O-])([O-])=O.[K+].[K+]. The catalyst is CN(C=O)C. The product is [NH2:1][C:2]1[N:6]([C:7]2[CH:8]=[C:9]([C:10](=[O:11])[NH:12][CH:13]3[CH2:14][CH2:15]3)[CH:16]=[CH:17][C:18]=2[CH3:19])[N:5]=[CH:4][C:3]=1[C:20]([C:21]1[CH:22]=[C:23]([CH:24]=[CH:25][CH:26]=1)[O:27][CH2:30][C:31]([OH:33])=[O:32])=[O:28]. The yield is 0.270. (3) The product is [F:1][C:2]([F:14])([C:8]1[CH:13]=[CH:12][CH:11]=[CH:10][CH:9]=1)[CH2:3][O:4][CH2:5][CH2:6][CH2:7][OH:25]. No catalyst specified. The yield is 0.960. The reactants are [F:1][C:2]([F:14])([C:8]1[CH:13]=[CH:12][CH:11]=[CH:10][CH:9]=1)[CH2:3][O:4][CH2:5][CH:6]=[CH2:7].C1(CCCC[O:25]CCCO)C=CC=CC=1. (4) The reactants are [C:1]1(C)C=CC=CC=1.C(=O)([O-])[O-].[K+].[K+].C(O)C.[CH2:17]([C:19]1[CH:39]=[CH:38][C:22]([C:23]([C:25]2[C:35]([OH:36])=[CH:34][C:28]([C:29]([O:31][CH2:32][CH3:33])=[O:30])=[CH:27][C:26]=2[F:37])=[O:24])=[CH:21][CH:20]=1)[CH3:18]. The catalyst is C(OCC)(=O)C.CCCCCC. The product is [CH:17]1([C:19]2[CH:20]=[CH:21][C:22]([C:23]([C:25]3[C:26]([F:37])=[CH:27][C:28]([C:29]([O:31][CH2:32][CH3:33])=[O:30])=[CH:34][C:35]=3[OH:36])=[O:24])=[CH:38][CH:39]=2)[CH2:1][CH2:18]1. The yield is 0.613. (5) The reactants are Cl[CH:2]1[C:10]2[C:5](=[CH:6][CH:7]=[CH:8][C:9]=2[CH2:11][CH2:12][O:13]C(C2C=CC=CC=2)=O)[NH:4][C:3]1=[O:22].CO.O.NN.[OH-].[Na+]. The catalyst is [Pd].O. The product is [OH:13][CH2:12][CH2:11][C:9]1[CH:8]=[CH:7][CH:6]=[C:5]2[C:10]=1[CH2:2][C:3](=[O:22])[NH:4]2. The yield is 0.840. (6) The reactants are [N:1]12[CH2:8][CH2:7][C:4]([C:9]([C:17]3[CH:22]=[CH:21][CH:20]=[CH:19][CH:18]=3)([C:11]3[CH:16]=[CH:15][CH:14]=[CH:13][CH:12]=3)[OH:10])([CH2:5][CH2:6]1)[CH2:3][CH2:2]2.[Br:23][CH2:24][CH2:25][CH2:26][CH2:27][CH:28]=[CH2:29]. The catalyst is CC#N. The product is [Br-:23].[CH2:29]([N+:1]12[CH2:6][CH2:5][C:4]([C:9]([OH:10])([C:17]3[CH:22]=[CH:21][CH:20]=[CH:19][CH:18]=3)[C:11]3[CH:12]=[CH:13][CH:14]=[CH:15][CH:16]=3)([CH2:3][CH2:2]1)[CH2:7][CH2:8]2)[CH2:28][CH2:27][CH2:26][CH:25]=[CH2:24]. The yield is 0.671. (7) The reactants are [CH3:1][O:2][C:3](=[O:11])[C:4]1[C:5](=[CH:7][CH:8]=[CH:9][CH:10]=1)[NH2:6].C(O)(=O)C.[Br:16][C:17]1[CH:22]=[C:21]([CH:23]=O)[CH:20]=[CH:19][N:18]=1.C([BH3-])#N.[Na+]. The catalyst is CO.O. The product is [CH3:1][O:2][C:3](=[O:11])[C:4]1[CH:10]=[CH:9][CH:8]=[CH:7][C:5]=1[NH:6][CH2:23][C:21]1[CH:20]=[CH:19][N:18]=[C:17]([Br:16])[CH:22]=1. The yield is 0.780.